This data is from Forward reaction prediction with 1.9M reactions from USPTO patents (1976-2016). The task is: Predict the product of the given reaction. (1) Given the reactants [Br:1][C:2]1[CH:16]=[CH:15][C:5]([O:6][C:7]2[CH:8]=[C:9]([CH:12]=[CH:13][CH:14]=2)[C:10]#[N:11])=[C:4]([CH:17]=O)[CH:3]=1.[CH3:19][Si:20]([CH3:27])([CH3:26])N[Si:20]([CH3:27])([CH3:26])[CH3:19].C([Li])CCC.C[Si](Cl)(C)C.[CH2:38]([N:40](CC)CC)[CH3:39].C(Cl)(=[O:47])C, predict the reaction product. The product is: [Br:1][C:2]1[CH:16]=[CH:15][C:5]([O:6][C:7]2[CH:14]=[CH:13][CH:12]=[C:9]([C:10]#[N:11])[CH:8]=2)=[C:4]([CH:17]=[N:40][C:38]([O:47][Si:20]([CH3:27])([CH3:26])[CH3:19])=[CH2:39])[CH:3]=1. (2) Given the reactants [C:1]1([C:7]([CH2:9][C:10]2[CH:15]=[CH:14][CH:13]=[CH:12][CH:11]=2)=[O:8])[CH:6]=[CH:5][CH:4]=[CH:3][CH:2]=1.Br[C:17]1[CH:22]=[CH:21][CH:20]=[CH:19][C:18]=1Br.C1(P(C2C=CC=CC=2)C2C=CC=CC=2)C=CC=CC=1.C(=O)([O-])[O-].[Cs+].[Cs+], predict the reaction product. The product is: [C:1]1([C:7]2[O:8][C:15]3[CH:14]=[CH:13][CH:12]=[CH:11][C:10]=3[C:9]=2[C:17]2[CH:22]=[CH:21][CH:20]=[CH:19][CH:18]=2)[CH:2]=[CH:3][CH:4]=[CH:5][CH:6]=1. (3) Given the reactants [Br:1][C:2]1[CH:3]=[CH:4][C:5]([F:9])=[C:6]([CH:8]=1)[NH2:7].CO[CH:12]1[CH2:16][CH2:15][CH:14](OC)O1, predict the reaction product. The product is: [Br:1][C:2]1[CH:3]=[CH:4][C:5]([F:9])=[C:6]([N:7]2[CH:12]=[CH:16][CH:15]=[CH:14]2)[CH:8]=1. (4) Given the reactants [Cl:1][C:2]1[C:3]([CH3:18])=[C:4]([NH:10][C@H:11]([C@@H:15]([OH:17])[CH3:16])[C:12]([OH:14])=O)[CH:5]=[CH:6][C:7]=1[C:8]#[N:9].[CH3:19][S:20]([C:23]1[CH:32]=[CH:31][C:26]([C:27]([NH:29][NH2:30])=[O:28])=[CH:25][CH:24]=1)(=[O:22])=[O:21], predict the reaction product. The product is: [Cl:1][C:2]1[C:3]([CH3:18])=[C:4]([NH:10][C@H:11]([C@@H:15]([OH:17])[CH3:16])[C:12]([NH:30][NH:29][C:27](=[O:28])[C:26]2[CH:25]=[CH:24][C:23]([S:20]([CH3:19])(=[O:21])=[O:22])=[CH:32][CH:31]=2)=[O:14])[CH:5]=[CH:6][C:7]=1[C:8]#[N:9]. (5) Given the reactants [N:1]1([NH:10][C:11]([C:13]2[CH:14]=[N:15][C:16]([C:19]3[CH:24]=[CH:23][CH:22]=[C:21]([F:25])[CH:20]=3)=[N:17][CH:18]=2)=[O:12])[C:9]2[C:4](=[CH:5][CH:6]=[CH:7][CH:8]=2)[CH2:3][CH2:2]1, predict the reaction product. The product is: [N:1]1([NH:10][C:11]([C:13]2[CH:14]=[N:15][C:16]([C:19]3[CH:24]=[CH:23][CH:22]=[C:21]([F:25])[CH:20]=3)=[N:17][CH:18]=2)=[O:12])[C:9]2[C:4](=[CH:5][CH:6]=[CH:7][CH:8]=2)[CH:3]=[CH:2]1. (6) Given the reactants C([O:3][C:4](=O)[CH2:5][S:6][C:7]1[CH:12]=[CH:11][C:10]([O:13][CH3:14])=[CH:9][C:8]=1[N+:15]([O-])=O)C.COC1C=CC2OCC(=O)NC=2C=1, predict the reaction product. The product is: [CH3:14][O:13][C:10]1[CH:11]=[CH:12][C:7]2[S:6][CH2:5][C:4](=[O:3])[NH:15][C:8]=2[CH:9]=1. (7) Given the reactants [OH:1][C:2]1[C:3]([C:8]([NH:10][CH2:11][C:12]([O:14]C)=O)=[O:9])=[N:4][CH:5]=[CH:6][N:7]=1.[NH3:16].Cl, predict the reaction product. The product is: [NH2:16][C:12](=[O:14])[CH2:11][NH:10][C:8]([C:3]1[C:2]([OH:1])=[N:7][CH:6]=[CH:5][N:4]=1)=[O:9]. (8) Given the reactants O[CH2:2][C:3]1[CH:4]=[C:5]([C:10]2[CH:15]=[CH:14][C:13]([C:16]([O:18][CH3:19])=[O:17])=[CH:12][CH:11]=2)[CH:6]=[CH:7][C:8]=1[CH3:9].CS(Cl)(=O)=O.[C:25]([C:29]1[CH:34]=[CH:33][C:32]([C:35]2[C:43]3[C:38](=[CH:39][CH:40]=[CH:41][CH:42]=3)[NH:37][C:36]=2[C:44]([O:46][CH2:47][CH3:48])=[O:45])=[CH:31][CH:30]=1)([CH3:28])([CH3:27])[CH3:26].C([O-])([O-])=O.[K+].[K+], predict the reaction product. The product is: [C:25]([C:29]1[CH:30]=[CH:31][C:32]([C:35]2[C:43]3[C:38](=[CH:39][CH:40]=[CH:41][CH:42]=3)[N:37]([CH2:2][C:3]3[CH:4]=[C:5]([C:10]4[CH:15]=[CH:14][C:13]([C:16]([O:18][CH3:19])=[O:17])=[CH:12][CH:11]=4)[CH:6]=[CH:7][C:8]=3[CH3:9])[C:36]=2[C:44]([O:46][CH2:47][CH3:48])=[O:45])=[CH:33][CH:34]=1)([CH3:28])([CH3:26])[CH3:27]. (9) Given the reactants [H-].[Al+3].[Li+].[H-].[H-].[H-].C(OCC)(=O)C.N1(C(N)=O)CCOCC1.[Br:22][C:23]1[CH:24]=[C:25]([C:29](O)=[O:30])[CH:26]=[N:27][CH:28]=1.S(=O)(=O)(O)O, predict the reaction product. The product is: [Br:22][C:23]1[CH:28]=[N:27][CH:26]=[C:25]([CH:24]=1)[CH:29]=[O:30]. (10) Given the reactants [F:1][C:2]([F:13])([F:12])[C:3]1[CH:11]=[CH:10][C:6]([C:7](Cl)=[O:8])=[CH:5][CH:4]=1.C([N:16]([CH2:19]C)[CH2:17][CH3:18])C.[OH-].[Na+].Cl.[N:24]1C=[CH:28][CH:27]=[CH:26][CH:25]=1, predict the reaction product. The product is: [NH:16]1[C:17]2[CH2:18][CH2:28][CH2:27][CH2:26][C:25]=2[N:24]=[C:19]1[C:7]([C:6]1[CH:10]=[CH:11][C:3]([C:2]([F:13])([F:12])[F:1])=[CH:4][CH:5]=1)=[O:8].